This data is from Catalyst prediction with 721,799 reactions and 888 catalyst types from USPTO. The task is: Predict which catalyst facilitates the given reaction. (1) Reactant: [Cl:1][C:2]1[N:10]=[C:9]2[C:5]([N:6]([CH2:11][C:12]3[CH:17]=[CH:16][C:15]([C:18]([F:21])([F:20])[F:19])=[CH:14][CH:13]=3)[CH:7]=[N:8]2)=[C:4](Cl)[N:3]=1.C(N(CC)CC)C.[CH:30]1([C@H:33]([NH2:35])[CH3:34])[CH2:32][CH2:31]1.O. Product: [Cl:1][C:2]1[N:10]=[C:9]2[C:5]([N:6]([CH2:11][C:12]3[CH:17]=[CH:16][C:15]([C:18]([F:21])([F:20])[F:19])=[CH:14][CH:13]=3)[CH:7]=[N:8]2)=[C:4]([NH:35][C@@H:33]([CH:30]2[CH2:32][CH2:31]2)[CH3:34])[N:3]=1. The catalyst class is: 41. (2) Reactant: Cl[CH2:2][CH2:3][C:4]1[C:5]([CH3:10])=[N:6][O:7][C:8]=1[CH3:9].[N:11]1([C:17]([O:19][C:20]([CH3:23])([CH3:22])[CH3:21])=[O:18])[CH2:16][CH2:15][NH:14][CH2:13][CH2:12]1.C(=O)(O)[O-].[K+].[I-].[K+]. Product: [CH3:10][C:5]1[C:4]([CH2:3][CH2:2][N:14]2[CH2:13][CH2:12][N:11]([C:17]([O:19][C:20]([CH3:23])([CH3:22])[CH3:21])=[O:18])[CH2:16][CH2:15]2)=[C:8]([CH3:9])[O:7][N:6]=1. The catalyst class is: 23. (3) Reactant: Cl.[NH2:2][CH2:3][C@H:4]1[CH2:9][CH2:8][C@H:7]([C:10]([NH:12][C@@H:13]([CH2:37][C:38]2[CH:43]=[CH:42][C:41]([C:44]3[CH:49]=[CH:48][C:47]([C:50](=[O:59])[NH:51][C@H:52]4[CH2:57][CH2:56][C@H:55]([OH:58])[CH2:54][CH2:53]4)=[CH:46][C:45]=3[CH3:60])=[CH:40][CH:39]=2)[C:14]([NH:16][C:17]2[CH:22]=[CH:21][C:20]([C:23]3[NH:27][N:26]=[C:25]([C:28]([F:36])([F:35])[C:29]([F:34])([F:33])[C:30]([OH:32])=[O:31])[N:24]=3)=[CH:19][CH:18]=2)=[O:15])=[O:11])[CH2:6][CH2:5]1.[Cl-].C(=O)([O-])O.[Na+]. Product: [NH2:2][CH2:3][C@H:4]1[CH2:9][CH2:8][C@H:7]([C:10]([NH:12][CH:13]([CH2:37][C:38]2[CH:39]=[CH:40][C:41]([C:44]3[CH:49]=[CH:48][C:47]([C:50](=[O:59])[NH:51][C@H:52]4[CH2:57][CH2:56][C@H:55]([OH:58])[CH2:54][CH2:53]4)=[CH:46][C:45]=3[CH3:60])=[CH:42][CH:43]=2)[C:14]([NH:16][C:17]2[CH:18]=[CH:19][C:20]([C:23]3[NH:24][C:25]([C:28]([F:35])([F:36])[C:29]([F:33])([F:34])[C:30]([OH:32])=[O:31])=[N:26][N:27]=3)=[CH:21][CH:22]=2)=[O:15])=[O:11])[CH2:6][CH2:5]1. The catalyst class is: 6. (4) Reactant: [C:1]([O:5][C:6]([N:8]1[CH2:11][CH:10]([O:12][C:13]2[CH:18]=[C:17]([Cl:19])[CH:16]=[CH:15][C:14]=2[OH:20])[CH2:9]1)=[O:7])([CH3:4])([CH3:3])[CH3:2].[CH2:21]([O:23][C:24]([C:26]1[CH:30]=[C:29]([CH2:31]Br)[O:28][C:27]=1[C:33]([F:36])([F:35])[F:34])=[O:25])[CH3:22].C([O-])([O-])=O.[Cs+].[Cs+]. Product: [C:1]([O:5][C:6]([N:8]1[CH2:9][CH:10]([O:12][C:13]2[CH:18]=[C:17]([Cl:19])[CH:16]=[CH:15][C:14]=2[O:20][CH2:31][C:29]2[O:28][C:27]([C:33]([F:35])([F:36])[F:34])=[C:26]([C:24]([O:23][CH2:21][CH3:22])=[O:25])[CH:30]=2)[CH2:11]1)=[O:7])([CH3:4])([CH3:2])[CH3:3]. The catalyst class is: 3. (5) The catalyst class is: 9. Reactant: [Cl:1][C:2]1[CH:3]=[C:4]([C@@H:8]([OH:36])[CH2:9][N:10]([CH2:18][CH2:19][C:20]2[CH:25]=[CH:24][C:23]([S:26]([C:29]3[CH:34]=[CH:33][C:32]([OH:35])=[CH:31][CH:30]=3)(=[O:28])=[O:27])=[CH:22][CH:21]=2)[C:11](=[O:17])[O:12][C:13]([CH3:16])([CH3:15])[CH3:14])[CH:5]=[CH:6][CH:7]=1.[H-].[Na+].Br[C:40]([F:47])([F:46])C(OCC)=O.O. Product: [Cl:1][C:2]1[CH:3]=[C:4]([C@@H:8]([OH:36])[CH2:9][N:10]([CH2:18][CH2:19][C:20]2[CH:25]=[CH:24][C:23]([S:26]([C:29]3[CH:34]=[CH:33][C:32]([O:35][CH:40]([F:47])[F:46])=[CH:31][CH:30]=3)(=[O:28])=[O:27])=[CH:22][CH:21]=2)[C:11](=[O:17])[O:12][C:13]([CH3:15])([CH3:16])[CH3:14])[CH:5]=[CH:6][CH:7]=1. (6) Reactant: [NH2:1][C:2]1[CH:11]=[C:10]([Cl:12])[C:9]([C:13]([F:16])([F:15])[F:14])=[CH:8][C:3]=1[C:4]([O:6]C)=[O:5].O[Li].O.Cl. Product: [NH2:1][C:2]1[CH:11]=[C:10]([Cl:12])[C:9]([C:13]([F:16])([F:14])[F:15])=[CH:8][C:3]=1[C:4]([OH:6])=[O:5]. The catalyst class is: 20. (7) Reactant: C([N-:3]C=O)=O.[Na+].Br[CH2:8][C:9]([C:11]1[CH:16]=[CH:15][CH:14]=[C:13]([Cl:17])[C:12]=1[Cl:18])=[O:10]. Product: [ClH:17].[NH2:3][CH2:8][C:9]([C:11]1[CH:16]=[CH:15][CH:14]=[C:13]([Cl:17])[C:12]=1[Cl:18])=[O:10]. The catalyst class is: 10. (8) Reactant: C(N(CC)CC)C.[CH2:8]([NH2:15])[C:9]1[CH:14]=[CH:13][CH:12]=[CH:11][CH:10]=1.[CH3:16][C:17]1[CH:22]=[CH:21][C:20]([S:23]([O:26][C:27]2[CH:36]=[CH:35][CH:34]=[C:33]3[C:28]=2[CH:29]=[CH:30][CH:31]=[C:32]3[S:37](Cl)(=[O:39])=[O:38])(=[O:25])=[O:24])=[CH:19][CH:18]=1.Cl. Product: [CH2:8]([NH:15][S:37]([C:32]1[C:33]2[C:28](=[C:27]([O:26][S:23]([C:20]3[CH:21]=[CH:22][C:17]([CH3:16])=[CH:18][CH:19]=3)(=[O:25])=[O:24])[CH:36]=[CH:35][CH:34]=2)[CH:29]=[CH:30][CH:31]=1)(=[O:38])=[O:39])[C:9]1[CH:14]=[CH:13][CH:12]=[CH:11][CH:10]=1. The catalyst class is: 7. (9) Reactant: [Cl:1][C:2]1[CH:3]=[CH:4][C:5]2[C:6](=[N:8][O:9][N+:10]=2[O-])[N:7]=1.C1(P(C2C=CC=CC=2)C2C=CC=CC=2)C=CC=CC=1. Product: [Cl:1][C:2]1[CH:3]=[CH:4][C:5]2[C:6](=[N:8][O:9][N:10]=2)[N:7]=1. The catalyst class is: 4. (10) Reactant: [CH3:1][O:2][C:3](=[O:16])[CH:4]([NH:8][C:9]([O:11][C:12]([CH3:15])([CH3:14])[CH3:13])=[O:10])[CH2:5][CH:6]=[CH2:7].B1C2CCCC1CCC2.I[C:27]1[CH:32]=[CH:31][C:30]([O:33][CH3:34])=[CH:29][CH:28]=1. Product: [CH3:1][O:2][C:3](=[O:16])[CH:4]([NH:8][C:9]([O:11][C:12]([CH3:15])([CH3:14])[CH3:13])=[O:10])[CH2:5][CH2:6][CH2:7][C:27]1[CH:32]=[CH:31][C:30]([O:33][CH3:34])=[CH:29][CH:28]=1. The catalyst class is: 450.